This data is from Merck oncology drug combination screen with 23,052 pairs across 39 cell lines. The task is: Regression. Given two drug SMILES strings and cell line genomic features, predict the synergy score measuring deviation from expected non-interaction effect. (1) Drug 1: CCC1=CC2CN(C1)Cc1c([nH]c3ccccc13)C(C(=O)OC)(c1cc3c(cc1OC)N(C)C1C(O)(C(=O)OC)C(OC(C)=O)C4(CC)C=CCN5CCC31C54)C2. Drug 2: CCc1cnn2c(NCc3ccc[n+]([O-])c3)cc(N3CCCCC3CCO)nc12. Cell line: VCAP. Synergy scores: synergy=-36.7. (2) Drug 1: CN1C(=O)C=CC2(C)C3CCC4(C)C(NC(=O)OCC(F)(F)F)CCC4C3CCC12. Drug 2: Cc1nc(Nc2ncc(C(=O)Nc3c(C)cccc3Cl)s2)cc(N2CCN(CCO)CC2)n1. Cell line: COLO320DM. Synergy scores: synergy=-7.66. (3) Drug 1: NC(=O)c1cccc2cn(-c3ccc(C4CCCNC4)cc3)nc12. Drug 2: COC1=C2CC(C)CC(OC)C(O)C(C)C=C(C)C(OC(N)=O)C(OC)C=CC=C(C)C(=O)NC(=CC1=O)C2=O. Cell line: NCIH520. Synergy scores: synergy=3.42. (4) Synergy scores: synergy=-2.61. Cell line: EFM192B. Drug 1: CN(Cc1cnc2nc(N)nc(N)c2n1)c1ccc(C(=O)NC(CCC(=O)O)C(=O)O)cc1. Drug 2: CC(C)CC(NC(=O)C(Cc1ccccc1)NC(=O)c1cnccn1)B(O)O. (5) Drug 1: CC1CC2C3CCC4=CC(=O)C=CC4(C)C3(F)C(O)CC2(C)C1(O)C(=O)CO. Drug 2: Cc1nc(Nc2ncc(C(=O)Nc3c(C)cccc3Cl)s2)cc(N2CCN(CCO)CC2)n1. Cell line: DLD1. Synergy scores: synergy=6.04. (6) Drug 1: C=CCn1c(=O)c2cnc(Nc3ccc(N4CCN(C)CC4)cc3)nc2n1-c1cccc(C(C)(C)O)n1. Drug 2: COC1=C2CC(C)CC(OC)C(O)C(C)C=C(C)C(OC(N)=O)C(OC)C=CC=C(C)C(=O)NC(=CC1=O)C2=O. Cell line: EFM192B. Synergy scores: synergy=5.49. (7) Drug 1: CS(=O)(=O)CCNCc1ccc(-c2ccc3ncnc(Nc4ccc(OCc5cccc(F)c5)c(Cl)c4)c3c2)o1. Drug 2: Cn1c(=O)n(-c2ccc(C(C)(C)C#N)cc2)c2c3cc(-c4cnc5ccccc5c4)ccc3ncc21. Cell line: A2780. Synergy scores: synergy=33.7. (8) Synergy scores: synergy=25.7. Cell line: UACC62. Drug 2: Cn1cc(-c2cnn3c(N)c(Br)c(C4CCCNC4)nc23)cn1. Drug 1: Cn1c(=O)n(-c2ccc(C(C)(C)C#N)cc2)c2c3cc(-c4cnc5ccccc5c4)ccc3ncc21.